From a dataset of Full USPTO retrosynthesis dataset with 1.9M reactions from patents (1976-2016). Predict the reactants needed to synthesize the given product. (1) Given the product [C:47]([O:51][C:52]([N:54]1[CH2:59][CH2:58][CH:57]([C:60]2[CH:65]=[CH:64][C:63]([NH:66][C:8]3[N:7]=[CH:6][C:5]4=[CH:4][CH:3]=[C:2]([Br:1])[N:10]4[N:9]=3)=[CH:62][CH:61]=2)[CH2:56][CH2:55]1)=[O:53])([CH3:50])([CH3:48])[CH3:49], predict the reactants needed to synthesize it. The reactants are: [Br:1][C:2]1[N:10]2[C:5]([CH:6]=[N:7][C:8](O)=[N:9]2)=[CH:4][CH:3]=1.CCN(C(C)C)C(C)C.CN(C=O)C.C1C=CC(N(S(C(F)(F)F)(=O)=O)S(C(F)(F)F)(=O)=O)=CC=1.[C:47]([O:51][C:52]([N:54]1[CH2:59][CH2:58][CH:57]([C:60]2[CH:65]=[CH:64][C:63]([NH2:66])=[CH:62][CH:61]=2)[CH2:56][CH2:55]1)=[O:53])([CH3:50])([CH3:49])[CH3:48]. (2) The reactants are: [C:1]([N:4]1[CH2:9][CH2:8][CH:7]([NH:10][C:11](=[O:20])[C:12]2[CH:17]=[C:16]([F:18])[CH:15]=[N:14][C:13]=2Cl)[CH2:6][CH2:5]1)(=[O:3])[CH3:2].[O:21]1[C:26]2[CH:27]=[C:28]([OH:31])[CH:29]=[CH:30][C:25]=2[S:24][CH2:23][CH2:22]1.C(=O)([O-])[O-].[Cs+].[Cs+]. Given the product [C:1]([N:4]1[CH2:9][CH2:8][CH:7]([NH:10][C:11](=[O:20])[C:12]2[CH:17]=[C:16]([F:18])[CH:15]=[N:14][C:13]=2[O:31][C:28]2[CH:29]=[CH:30][C:25]3[S:24][CH2:23][CH2:22][O:21][C:26]=3[CH:27]=2)[CH2:6][CH2:5]1)(=[O:3])[CH3:2], predict the reactants needed to synthesize it. (3) Given the product [C:9]([O:13][C:14]([N:16]1[CH2:7][CH2:6][CH2:5][CH2:4][N:17]1[C:18]1[CH:23]=[CH:22][CH:21]=[CH:20][C:19]=1[Cl:24])=[O:15])([CH3:12])([CH3:10])[CH3:11], predict the reactants needed to synthesize it. The reactants are: [H-].[Na+].Br[CH2:4][CH2:5][CH2:6][CH2:7]Br.[C:9]([O:13][C:14]([NH:16][NH:17][C:18]1[CH:23]=[CH:22][CH:21]=[CH:20][C:19]=1[Cl:24])=[O:15])([CH3:12])([CH3:11])[CH3:10].